From a dataset of Peptide-MHC class II binding affinity with 134,281 pairs from IEDB. Regression. Given a peptide amino acid sequence and an MHC pseudo amino acid sequence, predict their binding affinity value. This is MHC class II binding data. (1) The peptide sequence is LKCRLKMDKLELKGM. The MHC is DRB1_0301 with pseudo-sequence DRB1_0301. The binding affinity (normalized) is 0.740. (2) The peptide sequence is QTDIPSEPWNTGHDW. The MHC is HLA-DQA10601-DQB10402 with pseudo-sequence HLA-DQA10601-DQB10402. The binding affinity (normalized) is 0. (3) The peptide sequence is SAAQRRGRIGRNPNR. The MHC is DRB3_0101 with pseudo-sequence DRB3_0101. The binding affinity (normalized) is 0.217. (4) The MHC is DRB1_0405 with pseudo-sequence DRB1_0405. The peptide sequence is SMVGLFSNNPHDLPL. The binding affinity (normalized) is 0.548.